From a dataset of Reaction yield outcomes from USPTO patents with 853,638 reactions. Predict the reaction yield, written as a fraction of the theoretical maximum amount of product (1.0 means a 100% yield; for example, 0.34 means a 34% yield). The reactants are [CH3:1][O:2][C:3]1[CH:4]=[N:5][CH:6]=[C:7](B2OC(C)(C)C(C)(C)O2)[CH:8]=1.Br[C:19]1[CH:20]=[C:21]([CH:23]=[CH:24][CH:25]=1)[NH2:22].C([O-])([O-])=O.[Na+].[Na+]. The catalyst is COCCOC.C1C=CC([P]([Pd]([P](C2C=CC=CC=2)(C2C=CC=CC=2)C2C=CC=CC=2)([P](C2C=CC=CC=2)(C2C=CC=CC=2)C2C=CC=CC=2)[P](C2C=CC=CC=2)(C2C=CC=CC=2)C2C=CC=CC=2)(C2C=CC=CC=2)C2C=CC=CC=2)=CC=1. The product is [CH3:1][O:2][C:3]1[CH:8]=[C:7]([C:19]2[CH:20]=[C:21]([NH2:22])[CH:23]=[CH:24][CH:25]=2)[CH:6]=[N:5][CH:4]=1. The yield is 0.580.